Binary Classification. Given a drug SMILES string, predict its activity (active/inactive) in a high-throughput screening assay against a specified biological target. From a dataset of HIV replication inhibition screening data with 41,000+ compounds from the AIDS Antiviral Screen. (1) The compound is CC1=Nc2ccccc2SC(c2c(Cl)cccc2Cl)C1. The result is 0 (inactive). (2) The result is 0 (inactive). The compound is COC(=O)C(C(=O)C(=O)Nc1ccc(Br)cc1)c1nc2ccc(Cl)cc2nc1O. (3) The compound is CCOC(=O)C(=Cc1ccc(Cl)cc1)C(C)=O. The result is 0 (inactive). (4) The compound is CC(NC(=O)C(NC(=O)OCc1ccccc1)C(C)C)C(=O)NCC(=O)O. The result is 0 (inactive). (5) The result is 0 (inactive). The compound is Cc1nc2ccc(Cl)cc2c2c1CCS2. (6) The drug is CN(C)Cc1cc(N=Nc2ccccc2)ccc1O. The result is 0 (inactive). (7) The drug is N#Cc1nnn(-c2ccc(Br)cc2)c1O. The result is 0 (inactive). (8) The compound is CCOC(=O)C1CC2=C(CCCCCCCCCC2)SCCCS1. The result is 0 (inactive).